This data is from Full USPTO retrosynthesis dataset with 1.9M reactions from patents (1976-2016). The task is: Predict the reactants needed to synthesize the given product. (1) Given the product [CH2:1]([C:4]1[S:29][C:7]2[N:8]=[C:9]([O:25][CH2:26][CH2:27][NH:28][C:37](=[O:38])[CH2:36][CH2:35][CH2:34][S:30](=[O:33])(=[O:32])[NH2:31])[N:10]=[C:11]([N:12]3[CH2:17][CH2:16][N:15]4[C:18]([C:21]([F:22])([F:24])[F:23])=[N:19][N:20]=[C:14]4[CH2:13]3)[C:6]=2[CH:5]=1)[CH2:2][CH3:3], predict the reactants needed to synthesize it. The reactants are: [CH2:1]([C:4]1[S:29][C:7]2[N:8]=[C:9]([O:25][CH2:26][CH2:27][NH2:28])[N:10]=[C:11]([N:12]3[CH2:17][CH2:16][N:15]4[C:18]([C:21]([F:24])([F:23])[F:22])=[N:19][N:20]=[C:14]4[CH2:13]3)[C:6]=2[CH:5]=1)[CH2:2][CH3:3].[S:30]([CH2:34][CH2:35][CH2:36][C:37](O)=[O:38])(=[O:33])(=[O:32])[NH2:31]. (2) Given the product [CH3:1][C:2]([CH3:28])([CH2:4][NH:5][C:6]([CH2:8][C@@H:9]1[CH2:27][CH2:26][C@:12]2([O:16][C:15]3([CH:21]4[CH2:20][CH:19]5[CH2:25][CH:23]([CH2:22]4)[CH2:24][CH:17]3[CH2:18]5)[O:14][O:13]2)[CH2:11][CH2:10]1)=[O:7])[NH2:3], predict the reactants needed to synthesize it. The reactants are: [CH3:1][C:2]([CH3:28])([CH2:4][NH:5][C:6]([CH2:8][C@@H:9]1[CH2:27][CH2:26][C@@:12]2([O:16][C@:15]3([CH:21]4[CH2:22][CH:23]5[CH2:25][CH:19]([CH2:20]4)[CH2:18][CH:17]3[CH2:24]5)[O:14][O:13]2)[CH2:11][CH2:10]1)=[O:7])[NH2:3].C1(P(C2C=CC=CC=2)C2C=CC=CC=2)C=CC=CC=1.C[Si](N=[N+]=[N-])(C)C.N(C(OC(C)C)=O)=NC(OC(C)C)=O. (3) Given the product [C:12]([O:16][C:17]([C:19]1[CH:24]=[CH:23][CH:22]=[CH:21][C:20]=1[C:2]1[CH:7]=[CH:6][N:5]=[C:4]([C:8]([OH:10])=[O:9])[CH:3]=1)=[O:18])([CH3:15])([CH3:13])[CH3:14], predict the reactants needed to synthesize it. The reactants are: Br[C:2]1[CH:7]=[CH:6][N:5]=[C:4]([C:8]([O:10]C)=[O:9])[CH:3]=1.[C:12]([O:16][C:17]([C:19]1[CH:24]=[CH:23][CH:22]=[CH:21][C:20]=1B1OC(C)(C)C(C)(C)O1)=[O:18])([CH3:15])([CH3:14])[CH3:13].C([O-])([O-])=O.[K+].[K+].[OH-].[Na+].[NH4+].[Cl-]. (4) Given the product [CH3:12][C:4]1[CH:3]=[C:2]([O:1][C:14]2[N:19]=[CH:18][CH:17]=[CH:16][N:15]=2)[CH:7]=[C:6]([CH3:8])[C:5]=1[C:9](=[O:11])[CH3:10], predict the reactants needed to synthesize it. The reactants are: [OH:1][C:2]1[CH:7]=[C:6]([CH3:8])[C:5]([C:9](=[O:11])[CH3:10])=[C:4]([CH3:12])[CH:3]=1.Cl[C:14]1[N:19]=[CH:18][CH:17]=[CH:16][N:15]=1.C(=O)([O-])[O-].[K+].[K+].O. (5) Given the product [Cl:1][C:2]1[C:6]([N:7]([CH2:14][C:15]#[CH:16])[C:8](=[O:13])[CH:9]([S:11]([CH3:12])(=[O:28])=[O:27])[CH3:10])=[CH:5][N:4]([C:17]2[CH:18]=[N:19][CH:20]=[CH:21][CH:22]=2)[N:3]=1, predict the reactants needed to synthesize it. The reactants are: [Cl:1][C:2]1[C:6]([N:7]([CH2:14][C:15]#[CH:16])[C:8](=[O:13])[CH:9]([S:11][CH3:12])[CH3:10])=[CH:5][N:4]([C:17]2[CH:18]=[N:19][CH:20]=[CH:21][CH:22]=2)[N:3]=1.B1([O-])OO1.[OH2:27].[OH2:28].O.O.[Na+].C([O-])(O)=O.[Na+]. (6) Given the product [Cl:1][C:2]1[CH:7]=[CH:6][C:5]([C:8]2[N:17]=[C:16]([C:18]([N:27]3[CH2:26][CH2:25][C:24]4[C:29](=[CH:30][CH:31]=[C:32]([O:33][CH3:34])[C:23]=4[OH:22])[CH2:28]3)=[O:20])[C:15]3[C:10](=[CH:11][CH:12]=[CH:13][CH:14]=3)[N:9]=2)=[CH:4][CH:3]=1, predict the reactants needed to synthesize it. The reactants are: [Cl:1][C:2]1[CH:7]=[CH:6][C:5]([C:8]2[N:17]=[C:16]([C:18]([OH:20])=O)[C:15]3[C:10](=[CH:11][CH:12]=[CH:13][CH:14]=3)[N:9]=2)=[CH:4][CH:3]=1.Cl.[OH:22][C:23]1[C:32]([O:33][CH3:34])=[CH:31][CH:30]=[C:29]2[C:24]=1[CH2:25][CH2:26][NH:27][CH2:28]2. (7) Given the product [F:16][C:17]([F:22])([F:21])[C:18]([OH:20])=[O:19].[NH2:7][C@H:8]([C@@:9]([CH3:12])([OH:13])[CH2:10][CH3:11])[CH3:14], predict the reactants needed to synthesize it. The reactants are: C(OC(=O)[NH:7][C@@H:8]([CH3:14])[C@:9]([OH:13])([CH3:12])[CH2:10][CH3:11])(C)(C)C.[F:16][C:17]([F:22])([F:21])[C:18]([OH:20])=[O:19].